This data is from Catalyst prediction with 721,799 reactions and 888 catalyst types from USPTO. The task is: Predict which catalyst facilitates the given reaction. (1) Reactant: [F:1][CH:2]([F:15])[O:3][C:4]1[CH:5]=[CH:6][C:7]([NH:13][NH2:14])=[C:8]([N+:10]([O-:12])=[O:11])[CH:9]=1.[C:16](OC(=O)C)(=[O:18])[CH3:17].N1C=CC=CC=1. The catalyst class is: 22. Product: [C:16]([NH:14][NH:13][C:7]1[CH:6]=[CH:5][C:4]([O:3][CH:2]([F:15])[F:1])=[CH:9][C:8]=1[N+:10]([O-:12])=[O:11])(=[O:18])[CH3:17]. (2) Reactant: O=C1C2C(=CC=CC=2)C(=O)[N:3]1[O:12][CH2:13][CH2:14][CH2:15][O:16][C:17]1[CH:18]=[C:19]([Cl:34])[CH:20]=[C:21]([C:23]([N:25]([CH:29]2[CH2:33][CH2:32][CH2:31][CH2:30]2)[CH2:26][CH:27]=[CH2:28])=[O:24])[CH:22]=1.CN. Product: [NH2:3][O:12][CH2:13][CH2:14][CH2:15][O:16][C:17]1[CH:18]=[C:19]([Cl:34])[CH:20]=[C:21]([C:23]([N:25]([CH:29]2[CH2:30][CH2:31][CH2:32][CH2:33]2)[CH2:26][CH:27]=[CH2:28])=[O:24])[CH:22]=1. The catalyst class is: 8. (3) Reactant: [N+:1]([C:4]1[CH:5]=[C:6]2[C:11](=[CH:12][CH:13]=1)[CH2:10][CH2:9][CH:8]=[CH:7]2)([O-:3])=[O:2].C1C=C(Cl)C=C(C(OO)=[O:22])C=1. Product: [N+:1]([C:4]1[CH:5]=[C:6]2[C:11]([CH2:10][CH2:9][CH:8]3[O:22][CH:7]32)=[CH:12][CH:13]=1)([O-:3])=[O:2]. The catalyst class is: 22. (4) Reactant: Br[C:2]1[C:3]([NH:18][C:19]2[NH:20][N:21]=[C:22]([O:24][CH:25]([CH3:27])[CH3:26])[CH:23]=2)=[N:4][C:5]([NH:8][CH2:9][C:10]2[O:14][N:13]=[C:12]([C:15]([NH2:17])=[O:16])[CH:11]=2)=[N:6][CH:7]=1.[H][H]. Product: [CH3:27][CH:25]([O:24][C:22]1[CH:23]=[C:19]([NH:18][C:3]2[CH:2]=[CH:7][N:6]=[C:5]([NH:8][CH2:9][C:10]3[O:14][N:13]=[C:12]([C:15]([NH2:17])=[O:16])[CH:11]=3)[N:4]=2)[NH:20][N:21]=1)[CH3:26]. The catalyst class is: 29. (5) Reactant: [C:1]([O:5][C:6]([NH:8][CH2:9][CH:10]([O:19][S:20]([C:23]1[CH:28]=[CH:27][C:26]([CH3:29])=[CH:25][CH:24]=1)(=[O:22])=[O:21])[C:11]([F:18])([F:17])[C:12]([O:14]CC)=O)=[O:7])([CH3:4])([CH3:3])[CH3:2].C(OCC)(=O)C.Cl. Product: [F:18][C:11]1([F:17])[CH:10]([O:19][S:20]([C:23]2[CH:24]=[CH:25][C:26]([CH3:29])=[CH:27][CH:28]=2)(=[O:21])=[O:22])[CH2:9][N:8]([C:6]([O:5][C:1]([CH3:2])([CH3:4])[CH3:3])=[O:7])[C:12]1=[O:14]. The catalyst class is: 13. (6) Reactant: [CH:1]([C:3]1[CH:4]=[C:5]([CH:9]([NH:11][C:12](=[O:18])[O:13][C:14]([CH3:17])([CH3:16])[CH3:15])[CH3:10])[CH:6]=[CH:7][CH:8]=1)=O.C([O-])(=O)C.[Na+].Cl.[NH2:25][OH:26]. The catalyst class is: 1. Product: [OH:26][N:25]=[CH:1][C:3]1[CH:4]=[C:5]([CH:9]([NH:11][C:12](=[O:18])[O:13][C:14]([CH3:17])([CH3:16])[CH3:15])[CH3:10])[CH:6]=[CH:7][CH:8]=1. (7) Reactant: [CH3:1][NH:2][C@@H:3]1[C:8]2[CH:9]=[CH:10][CH:11]=[CH:12][C:7]=2[C@H:6]([C:13]2[CH:14]=[CH:15][C:16]([Cl:20])=[C:17]([Cl:19])[CH:18]=2)[CH2:5][CH2:4]1. Product: [CH3:1][NH:2][C@@H:3]1[C:8]2[CH:9]=[CH:10][CH:11]=[CH:12][C:7]=2[C@H:6]([C:13]2[CH:14]=[CH:15][C:16]([Cl:20])=[C:17]([Cl:19])[CH:18]=2)[CH2:5][CH2:4]1.[ClH:19]. The catalyst class is: 311.